Predict the reaction yield, written as a fraction of the theoretical maximum amount of product (1.0 means a 100% yield; for example, 0.34 means a 34% yield). From a dataset of Reaction yield outcomes from USPTO patents with 853,638 reactions. (1) The reactants are [Br:1][C:2]1[C:11]([CH:12]([CH2:17][N:18]2[CH2:23][CH2:22][CH:21]([N:24]([CH2:32][C:33]3[N:38]=[CH:37][C:36]4[O:39][CH2:40][CH2:41][O:42][C:35]=4[CH:34]=3)[C:25]([O:27][C:28]([CH3:31])([CH3:30])[CH3:29])=[O:26])[CH2:20][CH2:19]2)[C:13](OC)=[O:14])=[C:10]2[C:5]([CH:6]=[CH:7][C:8]([O:43][CH3:44])=[N:9]2)=[CH:4][CH:3]=1.[H-].[Al+3].[Li+].[H-].[H-].[H-]. The catalyst is O1CCCC1. The product is [Br:1][C:2]1[C:11]([CH:12]([CH2:13][OH:14])[CH2:17][N:18]2[CH2:23][CH2:22][CH:21]([N:24]([CH2:32][C:33]3[N:38]=[CH:37][C:36]4[O:39][CH2:40][CH2:41][O:42][C:35]=4[CH:34]=3)[C:25](=[O:26])[O:27][C:28]([CH3:31])([CH3:30])[CH3:29])[CH2:20][CH2:19]2)=[C:10]2[C:5]([CH:6]=[CH:7][C:8]([O:43][CH3:44])=[N:9]2)=[CH:4][CH:3]=1. The yield is 0.510. (2) The reactants are [CH3:1][C:2]1[CH:3]=[C:4]([NH:9][CH2:10][CH2:11][C:12]2[CH:13]=[N:14][C:15]([C:18]([F:21])([F:20])[F:19])=[CH:16][CH:17]=2)[CH:5]=[CH:6][C:7]=1[CH3:8].C(OC([NH:29][CH:30]([C:34]1[CH:39]=[CH:38][C:37]([F:40])=[CH:36][CH:35]=1)[C:31](O)=[O:32])=O)(C)(C)C. No catalyst specified. The product is [NH2:29][C@@H:30]([C:34]1[CH:39]=[CH:38][C:37]([F:40])=[CH:36][CH:35]=1)[C:31]([N:9]([C:4]1[CH:5]=[CH:6][C:7]([CH3:8])=[C:2]([CH3:1])[CH:3]=1)[CH2:10][CH2:11][C:12]1[CH:13]=[N:14][C:15]([C:18]([F:21])([F:20])[F:19])=[CH:16][CH:17]=1)=[O:32]. The yield is 0.130. (3) The reactants are [OH:1][CH2:2][C:3]([CH2:8][OH:9])([CH2:6][OH:7])[CH2:4][OH:5].[SH:10][CH:11]([CH3:15])[C:12]([OH:14])=O.S(=O)(=O)(O)O. The catalyst is O.C1(C)C=CC=CC=1. The product is [SH:10][CH:11]([CH3:15])[C:12]([O:1][CH2:2][C:3]([CH2:8][O:9][C:12](=[O:14])[CH:11]([SH:10])[CH3:15])([CH2:6][O:7][C:12](=[O:14])[CH:11]([SH:10])[CH3:15])[CH2:4][O:5][C:12](=[O:14])[CH:11]([SH:10])[CH3:15])=[O:14]. The yield is 0.884. (4) The reactants are Br[C:2]1[CH:7]=[CH:6][N:5]=[C:4]([CH2:8][N:9]2[CH2:13][C@@:12]3([CH2:18][CH2:17][CH2:16][C@@:15]([CH2:20][N:21]4[C:25]5[CH:26]=[C:27]([C:30]#[N:31])[CH:28]=[CH:29][C:24]=5[N:23]=[CH:22]4)([CH3:19])[CH2:14]3)[O:11][C:10]2=[O:32])[CH:3]=1.C(=O)([O-])[O-].[Na+].[Na+].[CH3:39][N:40]1[CH:44]=[C:43](B2OC(C)(C)C(C)(C)O2)[CH:42]=[N:41]1. The catalyst is O1CCOCC1.O.C([O-])(O)=O.[Na+]. The product is [CH3:19][C@:15]1([CH2:20][N:21]2[C:25]3[CH:26]=[C:27]([C:30]#[N:31])[CH:28]=[CH:29][C:24]=3[N:23]=[CH:22]2)[CH2:16][CH2:17][CH2:18][C@:12]2([O:11][C:10](=[O:32])[N:9]([CH2:8][C:4]3[CH:3]=[C:2]([C:43]4[CH:42]=[N:41][N:40]([CH3:39])[CH:44]=4)[CH:7]=[CH:6][N:5]=3)[CH2:13]2)[CH2:14]1. The yield is 0.940.